Dataset: M1 muscarinic receptor antagonist screen with 61,756 compounds. Task: Binary Classification. Given a drug SMILES string, predict its activity (active/inactive) in a high-throughput screening assay against a specified biological target. The drug is FC(F)(F)C(Oc1ccccc1)(NC(=O)Nc1ncccn1)C(OCC)=O. The result is 0 (inactive).